This data is from NCI-60 drug combinations with 297,098 pairs across 59 cell lines. The task is: Regression. Given two drug SMILES strings and cell line genomic features, predict the synergy score measuring deviation from expected non-interaction effect. (1) Drug 1: CS(=O)(=O)C1=CC(=C(C=C1)C(=O)NC2=CC(=C(C=C2)Cl)C3=CC=CC=N3)Cl. Drug 2: C1=CC=C(C=C1)NC(=O)CCCCCCC(=O)NO. Cell line: SK-MEL-2. Synergy scores: CSS=11.6, Synergy_ZIP=-1.23, Synergy_Bliss=1.74, Synergy_Loewe=-37.2, Synergy_HSA=-2.20. (2) Drug 1: CS(=O)(=O)C1=CC(=C(C=C1)C(=O)NC2=CC(=C(C=C2)Cl)C3=CC=CC=N3)Cl. Drug 2: CC1=CC2C(CCC3(C2CCC3(C(=O)C)OC(=O)C)C)C4(C1=CC(=O)CC4)C. Cell line: RPMI-8226. Synergy scores: CSS=6.99, Synergy_ZIP=0.808, Synergy_Bliss=9.46, Synergy_Loewe=1.43, Synergy_HSA=2.84.